From a dataset of Full USPTO retrosynthesis dataset with 1.9M reactions from patents (1976-2016). Predict the reactants needed to synthesize the given product. Given the product [Br:1][C:2]1[C:7]2[O:8][CH:9]([CH2:13][OH:14])[CH2:10][N:11]([CH3:12])[C:6]=2[CH:5]=[CH:4][CH:3]=1, predict the reactants needed to synthesize it. The reactants are: [Br:1][C:2]1[C:7]2[O:8][CH:9]([C:13](OCC)=[O:14])[CH2:10][N:11]([CH3:12])[C:6]=2[CH:5]=[CH:4][CH:3]=1.[BH4-].[Li+].O.